Dataset: Full USPTO retrosynthesis dataset with 1.9M reactions from patents (1976-2016). Task: Predict the reactants needed to synthesize the given product. (1) Given the product [Br-:1].[NH2:11][C:8]1[CH:9]=[CH:10][C:5]([C:3](=[O:4])[CH2:2][N+:26]23[CH2:27][CH2:28][CH:29]([CH2:30][CH2:31]2)[C@@H:24]([O:23][C:21](=[O:22])[C@@H:20]([C:14]2[CH:19]=[CH:18][CH:17]=[CH:16][CH:15]=2)[NH:32][C:33]2[CH:38]=[CH:37][CH:36]=[CH:35][CH:34]=2)[CH2:25]3)=[CH:6][CH:7]=1, predict the reactants needed to synthesize it. The reactants are: [Br:1][CH2:2][C:3]([C:5]1[CH:10]=[CH:9][C:8]([N+:11]([O-])=O)=[CH:7][CH:6]=1)=[O:4].[C:14]1([C@@H:20]([NH:32][C:33]2[CH:38]=[CH:37][CH:36]=[CH:35][CH:34]=2)[C:21]([O:23][C@@H:24]2[CH:29]3[CH2:30][CH2:31][N:26]([CH2:27][CH2:28]3)[CH2:25]2)=[O:22])[CH:19]=[CH:18][CH:17]=[CH:16][CH:15]=1. (2) Given the product [C:17](/[C:16](/[C:15]1[CH:19]=[CH:20][C:21]([O:22][CH3:23])=[C:13]([O:12][CH3:11])[CH:14]=1)=[CH:7]\[C:6]1[CH:9]=[CH:10][C:3]([C:1]#[N:2])=[CH:4][CH:5]=1)#[N:18], predict the reactants needed to synthesize it. The reactants are: [C:1]([C:3]1[CH:10]=[CH:9][C:6]([CH:7]=O)=[CH:5][CH:4]=1)#[N:2].[CH3:11][O:12][C:13]1[CH:14]=[C:15]([CH:19]=[CH:20][C:21]=1[O:22][CH3:23])[CH2:16][C:17]#[N:18].